This data is from Forward reaction prediction with 1.9M reactions from USPTO patents (1976-2016). The task is: Predict the product of the given reaction. (1) Given the reactants C([O:5][C:6](=[O:27])[CH2:7][O:8][CH2:9][C:10]1[CH:26]=[CH:25][C:13]([O:14][C:15]2[CH:24]=[CH:23][C:18]([C:19]([O:21][CH3:22])=[O:20])=[CH:17][CH:16]=2)=[CH:12][CH:11]=1)(C)(C)C, predict the reaction product. The product is: [CH3:22][O:21][C:19]([C:18]1[CH:23]=[CH:24][C:15]([O:14][C:13]2[CH:25]=[CH:26][C:10]([CH2:9][O:8][CH2:7][C:6]([OH:27])=[O:5])=[CH:11][CH:12]=2)=[CH:16][CH:17]=1)=[O:20]. (2) Given the reactants [NH:1]1[C:6]2[CH:7]=[CH:8][CH:9]=[CH:10][C:5]=2[C:4](=[O:11])[O:3][C:2]1=[O:12].[H-].[Na+].Br[CH2:16][CH2:17][C:18]1[CH:23]=[CH:22][CH:21]=[CH:20][CH:19]=1.Cl, predict the reaction product. The product is: [CH2:16]([N:1]1[C:6]2[CH:7]=[CH:8][CH:9]=[CH:10][C:5]=2[C:4](=[O:11])[O:3][C:2]1=[O:12])[CH2:17][C:18]1[CH:23]=[CH:22][CH:21]=[CH:20][CH:19]=1. (3) Given the reactants C([O:5][CH2:6][CH2:7][CH2:8][CH2:9][CH2:10][CH2:11][CH3:12])(=O)C=C.C([O:17][CH:18]([CH2:20][CH2:21][CH2:22][CH2:23][CH2:24][CH3:25])[CH3:19])(=O)C=C.C(O)(=O)C=C.[C:31]([O:35][CH2:36]C)(=[O:34])[CH:32]=[CH2:33].[C:38](O)(=O)[CH2:39][CH2:40][CH2:41][CH2:42][CH2:43][CH2:44][CH2:45]/[CH:46]=[CH:47]\[CH2:48][C@@H:49](CCCCCC)[OH:50].[OH-].[Na+], predict the reaction product. The product is: [CH3:19][CH:18]([OH:17])[CH2:20][CH2:21][CH2:22][CH2:23][CH2:24][CH3:25].[CH2:6]([OH:5])[CH2:7][CH2:8][CH2:9][CH2:10][CH2:11][CH3:12].[CH:49](=[O:50])[CH2:48][CH2:47][CH2:46][CH2:45][CH2:44][CH3:43].[C:31]([O:35][CH3:36])(=[O:34])[CH2:32][CH2:33][CH2:45][CH2:44][CH2:43][CH2:42][CH2:41][CH2:40][CH:39]=[CH2:38]. (4) Given the reactants [CH3:1][O:2][C:3](=[O:12])[C:4]1[CH:9]=[CH:8][C:7](Br)=[C:6]([CH3:11])[CH:5]=1.[F:13][C:14]([F:25])([F:24])[C:15]1[CH:20]=[CH:19][CH:18]=[CH:17][C:16]=1B(O)O.C(=O)([O-])[O-].[Na+].[Na+], predict the reaction product. The product is: [CH3:1][O:2][C:3]([C:4]1[CH:9]=[CH:8][C:7]([C:16]2[CH:17]=[CH:18][CH:19]=[CH:20][C:15]=2[C:14]([F:25])([F:24])[F:13])=[C:6]([CH3:11])[CH:5]=1)=[O:12]. (5) Given the reactants O.[NH:2]1[CH2:8][C:6](=[O:7])[NH:5][C:3]1=[O:4].C(=O)([O-])[O-].[Na+].[Na+].[CH3:15][C:16]([N+:22]([O-:24])=[O:23])([CH3:21])[CH2:17][CH2:18][CH:19]=[O:20], predict the reaction product. The product is: [OH:20][C:19](=[C:8]1[NH:2][C:3](=[O:4])[NH:5][C:6]1=[O:7])[CH2:18][CH2:17][C:16]([CH3:21])([N+:22]([O-:24])=[O:23])[CH3:15]. (6) The product is: [CH2:13]([O:20][C:21]1[C:22]([CH3:30])=[CH:23][C:24]([C:25]2[NH:6][C:4](=[O:5])[C:3]3[C:2](=[CH:10][C:9]([F:11])=[CH:8][C:7]=3[F:12])[N:1]=2)=[CH:27][C:28]=1[CH3:29])[C:14]1[CH:15]=[CH:16][CH:17]=[CH:18][CH:19]=1. Given the reactants [NH2:1][C:2]1[CH:10]=[C:9]([F:11])[CH:8]=[C:7]([F:12])[C:3]=1[C:4]([NH2:6])=[O:5].[CH2:13]([O:20][C:21]1[C:28]([CH3:29])=[CH:27][C:24]([CH:25]=O)=[CH:23][C:22]=1[CH3:30])[C:14]1[CH:19]=[CH:18][CH:17]=[CH:16][CH:15]=1.OS([O-])=O.[Na+].CC1C=CC(S(O)(=O)=O)=CC=1, predict the reaction product.